The task is: Regression. Given a peptide amino acid sequence and an MHC pseudo amino acid sequence, predict their binding affinity value. This is MHC class I binding data.. This data is from Peptide-MHC class I binding affinity with 185,985 pairs from IEDB/IMGT. (1) The peptide sequence is MVFQNYALY. The MHC is HLA-A25:01 with pseudo-sequence HLA-A25:01. The binding affinity (normalized) is 0.683. (2) The peptide sequence is GTIDAYTSSD. The MHC is Mamu-A01 with pseudo-sequence Mamu-A01. The binding affinity (normalized) is 0.172.